This data is from Peptide-MHC class II binding affinity with 134,281 pairs from IEDB. The task is: Regression. Given a peptide amino acid sequence and an MHC pseudo amino acid sequence, predict their binding affinity value. This is MHC class II binding data. The peptide sequence is YFLMAYANQIHHVDL. The MHC is DRB1_0301 with pseudo-sequence DRB1_0301. The binding affinity (normalized) is 0.542.